From a dataset of Reaction yield outcomes from USPTO patents with 853,638 reactions. Predict the reaction yield, written as a fraction of the theoretical maximum amount of product (1.0 means a 100% yield; for example, 0.34 means a 34% yield). (1) The reactants are [O:1]1[C:5]2[CH:6]=[CH:7][CH:8]=[C:9]([CH:10]=O)[C:4]=2[O:3][CH2:2]1.[C:12]([O:16][C:17]([N:19]1[CH2:24][CH2:23][NH:22][CH2:21][CH2:20]1)=[O:18])([CH3:15])([CH3:14])[CH3:13].C([BH3-])#N.[Na+]. The catalyst is C(O)C.C(O)(=O)C. The product is [O:1]1[C:5]2[CH:6]=[CH:7][CH:8]=[C:9]([CH2:10][N:22]3[CH2:21][CH2:20][N:19]([C:17]([O:16][C:12]([CH3:15])([CH3:14])[CH3:13])=[O:18])[CH2:24][CH2:23]3)[C:4]=2[O:3][CH2:2]1. The yield is 0.620. (2) The reactants are [NH2:1][CH2:2][CH2:3][C@H:4]([N:6]1[CH2:11][CH2:10][CH:9]([NH:12][C:13]2[CH:18]=[CH:17][C:16]([O:19][CH3:20])=[CH:15][CH:14]=2)[CH2:8][CH2:7]1)[CH3:5].[CH3:21][C:22]1[C:27]([C:28](O)=[O:29])=[C:26]([CH3:31])[N:25]=[CH:24][N:23]=1. No catalyst specified. The product is [CH3:20][O:19][C:16]1[CH:17]=[CH:18][C:13]([NH:12][CH:9]2[CH2:8][CH2:7][N:6]([C@H:4]([CH3:5])[CH2:3][CH2:2][NH:1][C:28]([C:27]3[C:22]([CH3:21])=[N:23][CH:24]=[N:25][C:26]=3[CH3:31])=[O:29])[CH2:11][CH2:10]2)=[CH:14][CH:15]=1. The yield is 0.830. (3) The reactants are [CH2:1]([C:3]1[C:8](=[O:9])[NH:7][C:6]([CH3:10])=[C:5]([C:11]2[S:15][C:14]([S:16](Cl)(=[O:18])=[O:17])=[CH:13][CH:12]=2)[CH:4]=1)[CH3:2].[OH:20][CH:21]1[CH2:26][CH2:25][NH:24][CH2:23][CH2:22]1. The yield is 0.636. No catalyst specified. The product is [CH2:1]([C:3]1[C:8](=[O:9])[NH:7][C:6]([CH3:10])=[C:5]([C:11]2[S:15][C:14]([S:16]([N:24]3[CH2:25][CH2:26][CH:21]([OH:20])[CH2:22][CH2:23]3)(=[O:18])=[O:17])=[CH:13][CH:12]=2)[CH:4]=1)[CH3:2]. (4) The reactants are [Cl:1][C:2]1[CH:3]=[C:4]([O:19][CH2:20][C@@H:21]2[CH2:25][CH2:24][N:23]([C:26]([O:28][C:29]([CH3:32])([CH3:31])[CH3:30])=[O:27])[CH2:22]2)[C:5]2[N:6]([C:15](=[O:18])[NH:16][N:17]=2)[C:7]=1[C:8]1[CH:13]=[CH:12][C:11]([CH3:14])=[CH:10][CH:9]=1.C(=O)([O-])[O-].[K+].[K+].[CH2:39](Br)[C:40]1[CH:45]=[CH:44][CH:43]=[CH:42][CH:41]=1. The catalyst is CN(C)C=O. The product is [CH2:39]([N:16]1[C:15](=[O:18])[N:6]2[C:7]([C:8]3[CH:13]=[CH:12][C:11]([CH3:14])=[CH:10][CH:9]=3)=[C:2]([Cl:1])[CH:3]=[C:4]([O:19][CH2:20][C@@H:21]3[CH2:25][CH2:24][N:23]([C:26]([O:28][C:29]([CH3:32])([CH3:31])[CH3:30])=[O:27])[CH2:22]3)[C:5]2=[N:17]1)[C:40]1[CH:45]=[CH:44][CH:43]=[CH:42][CH:41]=1. The yield is 0.710. (5) The reactants are [CH2:1]1[CH2:11]CN2[C:4](=[N:5][CH2:6][CH2:7][CH2:8]2)[CH2:3][CH2:2]1.[CH3:12][N:13]([CH:15]=[O:16])[CH3:14]. The catalyst is CC(=O)OCC.O. The product is [CH2:11]=[C:1]1[C:2]2=[CH:3][CH:4]=[N:5][C:6]3[CH:7]=[CH:8][C:15](=[O:16])[N:13]([C:14]=32)[CH2:12]1. The yield is 0.720.